From a dataset of Full USPTO retrosynthesis dataset with 1.9M reactions from patents (1976-2016). Predict the reactants needed to synthesize the given product. Given the product [Si:1]([O:8][CH2:9][C:10]1[S:14][CH:13]=[C:12]([CH:15]2[C:17]3[C:18](=[CH:19][CH:20]=[C:21]([Cl:23])[CH:22]=3)[CH2:24][N:25]2[CH3:26])[CH:11]=1)([C:4]([CH3:7])([CH3:6])[CH3:5])([CH3:3])[CH3:2], predict the reactants needed to synthesize it. The reactants are: [Si:1]([O:8][CH2:9][C:10]1[S:14][CH:13]=[C:12]([CH:15]([C:17]2[CH:22]=[C:21]([Cl:23])[CH:20]=[CH:19][C:18]=2[CH2:24][NH:25][CH3:26])O)[CH:11]=1)([C:4]([CH3:7])([CH3:6])[CH3:5])([CH3:3])[CH3:2].C(N(CC)C(C)C)(C)C.CS(Cl)(=O)=O.